Dataset: Reaction yield outcomes from USPTO patents with 853,638 reactions. Task: Predict the reaction yield, written as a fraction of the theoretical maximum amount of product (1.0 means a 100% yield; for example, 0.34 means a 34% yield). (1) The reactants are [Br:1][C:2]1[C:3]([O:12][CH3:13])=[C:4]([CH:7]=[C:8]([O:10][CH3:11])[CH:9]=1)[CH:5]=[O:6].[H-].[H-].[H-].[H-].[Li+].[Al+3]. The catalyst is C1COCC1. The product is [Br:1][C:2]1[C:3]([O:12][CH3:13])=[C:4]([CH2:5][OH:6])[CH:7]=[C:8]([O:10][CH3:11])[CH:9]=1. The yield is 0.930. (2) The reactants are [Br:1][C:2]1[S:3][C:4]([CH:7]=O)=[CH:5][N:6]=1.[NH2:9][C:10]1[S:11][CH:12]=[CH:13][N:14]=1.[BH4-].[Na+]. The catalyst is C1(C)C=CC=CC=1.CCO. The product is [Br:1][C:2]1[S:3][C:4]([CH2:7][NH:9][C:10]2[S:11][CH:12]=[CH:13][N:14]=2)=[CH:5][N:6]=1. The yield is 0.510. (3) The reactants are [F:1][C:2]([F:15])([F:14])[C:3]1[CH:4]=[C:5]2[C:10](=[CH:11][CH:12]=1)[N:9]=[CH:8][NH:7][C:6]2=O.P(Cl)(Cl)(Cl)(Cl)Cl.FC(F)(F)C1C=C(C=CC=1)C(NCC(O)=O)=O.[CH2:39]([O:42][C@@H:43]1[CH2:47][N:46]([CH:48]2[CH2:53][CH2:52][O:51][CH2:50][CH2:49]2)[CH2:45][C@H:44]1[NH:54][C:55](=[O:65])[CH2:56][NH:57]C(=O)OC(C)(C)C)[CH:40]=[CH2:41].C1CCN2C(=NCCC2)CC1. The catalyst is ClC(Cl)C.C(#N)C.C1(C)C=CC=CC=1. The product is [CH2:39]([O:42][CH:43]1[CH2:47][N:46]([CH:48]2[CH2:53][CH2:52][O:51][CH2:50][CH2:49]2)[CH2:45][C@@H:44]1[NH:54][C:55](=[O:65])[CH2:56][NH:57][C:6]1[C:5]2[C:10](=[CH:11][CH:12]=[C:3]([C:2]([F:15])([F:14])[F:1])[CH:4]=2)[N:9]=[CH:8][N:7]=1)[CH:40]=[CH2:41]. The yield is 0.180. (4) The reactants are Cl.[Br:2][C:3]1[CH:4]=[CH:5][C:6]([NH:12][NH2:13])=[C:7]([CH:11]=1)[C:8]([OH:10])=[O:9].[CH2:14]([O:16][C:17](=[O:24])[C:18](=O)[CH2:19][C:20](=O)[CH3:21])[CH3:15]. The catalyst is CC(O)=O. The product is [Br:2][C:3]1[CH:4]=[CH:5][C:6]([N:12]2[C:20]([CH3:21])=[CH:19][C:18]([C:17]([O:16][CH2:14][CH3:15])=[O:24])=[N:13]2)=[C:7]([CH:11]=1)[C:8]([OH:10])=[O:9]. The yield is 1.00.